Dataset: Full USPTO retrosynthesis dataset with 1.9M reactions from patents (1976-2016). Task: Predict the reactants needed to synthesize the given product. (1) Given the product [OH:3][C:4]([CH3:38])([CH3:39])[CH2:5][C@@:6]1([C:32]2[CH:33]=[CH:34][CH:35]=[CH:36][CH:37]=2)[O:11][C:10](=[O:12])[N:9]([C@H:13]([C:15]2[CH:20]=[CH:19][C:18]([C:21]3[CH:22]=[CH:23][C:24]([C:27]([CH3:30])([CH3:31])[C:28]([NH2:29])=[O:41])=[N:25][CH:26]=3)=[CH:17][CH:16]=2)[CH3:14])[CH2:8][CH2:7]1, predict the reactants needed to synthesize it. The reactants are: OO.[OH:3][C:4]([CH3:39])([CH3:38])[CH2:5][C@@:6]1([C:32]2[CH:37]=[CH:36][CH:35]=[CH:34][CH:33]=2)[O:11][C:10](=[O:12])[N:9]([C@H:13]([C:15]2[CH:20]=[CH:19][C:18]([C:21]3[CH:22]=[CH:23][C:24]([C:27]([CH3:31])([CH3:30])[C:28]#[N:29])=[N:25][CH:26]=3)=[CH:17][CH:16]=2)[CH3:14])[CH2:8][CH2:7]1.C([O-])([O-])=[O:41].[K+].[K+].[O-]S([O-])(=S)=O.[Na+].[Na+]. (2) Given the product [OH:33][CH2:32][CH:30]1[O:29][N:28]=[C:27]([C:25]2[S:26][C:22]([C:2]3[CH:7]=[CH:6][C:5]([N:8]4[CH2:12][C@H:11]([CH2:13][N:14]5[CH:18]=[CH:17][N:16]=[N:15]5)[O:10][C:9]4=[O:19])=[CH:4][CH:3]=3)=[CH:23][CH:24]=2)[CH2:31]1, predict the reactants needed to synthesize it. The reactants are: I[C:2]1[CH:7]=[CH:6][C:5]([N:8]2[CH2:12][C@H:11]([CH2:13][N:14]3[CH:18]=[CH:17][N:16]=[N:15]3)[O:10][C:9]2=[O:19])=[CH:4][CH:3]=1.C[Sn](C)(C)[C:22]1[S:26][C:25]([C:27]2[CH2:31][CH:30]([CH2:32][OH:33])[O:29][N:28]=2)=[CH:24][CH:23]=1.O1C=CC=C1P(C1OC=CC=1)C1OC=CC=1.